Dataset: Forward reaction prediction with 1.9M reactions from USPTO patents (1976-2016). Task: Predict the product of the given reaction. (1) Given the reactants Cl.[Cl:2][C:3]1[CH:21]=[CH:20][C:6]2[N:7]([CH2:16][CH2:17][CH2:18][NH2:19])[C:8]3[CH:15]=[CH:14][CH:13]=[CH:12][C:9]=3[CH2:10][CH2:11][C:5]=2[CH:4]=1.CCN(CC)CC.[F:29][C:30]([F:42])([F:41])[C:31]1[CH:36]=[CH:35][C:34]([S:37](Cl)(=[O:39])=[O:38])=[CH:33][CH:32]=1, predict the reaction product. The product is: [Cl:2][C:3]1[CH:21]=[CH:20][C:6]2[N:7]([CH2:16][CH2:17][CH2:18][NH:19][S:37]([C:34]3[CH:33]=[CH:32][C:31]([C:30]([F:29])([F:41])[F:42])=[CH:36][CH:35]=3)(=[O:39])=[O:38])[C:8]3[CH:15]=[CH:14][CH:13]=[CH:12][C:9]=3[CH2:10][CH2:11][C:5]=2[CH:4]=1. (2) Given the reactants Cl[C:2]1[C:7]([N+:8]([O-:10])=[O:9])=[CH:6][N:5]=[C:4]2[NH:11][CH:12]=[CH:13][C:3]=12.[CH:14]1([NH2:20])[CH2:19][CH2:18][CH2:17][CH2:16][CH2:15]1, predict the reaction product. The product is: [CH:14]1([NH:20][C:2]2[C:3]3[CH:13]=[CH:12][NH:11][C:4]=3[N:5]=[CH:6][C:7]=2[N+:8]([O-:10])=[O:9])[CH2:19][CH2:18][CH2:17][CH2:16][CH2:15]1.